This data is from Reaction yield outcomes from USPTO patents with 853,638 reactions. The task is: Predict the reaction yield, written as a fraction of the theoretical maximum amount of product (1.0 means a 100% yield; for example, 0.34 means a 34% yield). (1) The reactants are C([O:8][C:9]1[CH:14]=[CH:13][C:12]([C:15]2[O:19][C:18]([CH3:21])([CH3:20])[C:17](=[O:22])[C:16]=2[C:23]2[CH:28]=[CH:27][C:26]([O:29][CH3:30])=[CH:25][CH:24]=2)=[CH:11][CH:10]=1)C1C=CC=CC=1. The catalyst is CO.[OH-].[OH-].[Pd+2]. The product is [OH:8][C:9]1[CH:10]=[CH:11][C:12]([C:15]2[O:19][C:18]([CH3:20])([CH3:21])[C:17](=[O:22])[C:16]=2[C:23]2[CH:24]=[CH:25][C:26]([O:29][CH3:30])=[CH:27][CH:28]=2)=[CH:13][CH:14]=1. The yield is 0.640. (2) The reactants are [Br:1][C:2]1[CH:15]=[CH:14][C:5]2[S:6][C:7]3[CH:12]=[CH:11][C:10]([Br:13])=[CH:9][C:8]=3[C:4]=2[CH:3]=1.OO.[OH2:18].C(O)(=[O:21])C. No catalyst specified. The product is [Br:13][C:10]1[CH:11]=[CH:12][C:7]2[S:6](=[O:21])(=[O:18])[C:5]3[CH:14]=[CH:15][C:2]([Br:1])=[CH:3][C:4]=3[C:8]=2[CH:9]=1. The yield is 0.600. (3) The reactants are CO[CH:3](OC)[N:4]([CH3:6])[CH3:5].[Br:9][C:10]1[CH:11]=[C:12]([C:16](=[O:24])[CH2:17][C:18]2[CH:23]=[CH:22][N:21]=[CH:20][CH:19]=2)[CH:13]=[CH:14][CH:15]=1. The product is [Br:9][C:10]1[CH:11]=[C:12]([C:16](=[O:24])/[C:17](/[C:18]2[CH:19]=[CH:20][N:21]=[CH:22][CH:23]=2)=[CH:3]/[N:4]([CH3:5])[CH3:6])[CH:13]=[CH:14][CH:15]=1. The yield is 0.930. The catalyst is O1CCCC1. (4) The reactants are ClCCl.[NH2:4][C:5]1[CH:13]=[C:12]([F:14])[CH:11]=[CH:10][C:6]=1[C:7]([OH:9])=[O:8].C(=O)([O-])O.[Na+].[I:20](Cl)(=O)=O.I(Cl)(=O)=O.C([N+](C)(C)C)C1C=CC=CC=1. The catalyst is CO. The product is [NH2:4][C:5]1[CH:13]=[C:12]([F:14])[C:11]([I:20])=[CH:10][C:6]=1[C:7]([OH:9])=[O:8]. The yield is 0.770. (5) The reactants are [C:1]([O:5][C:6](=[O:34])[NH:7][CH2:8][CH2:9][N:10]1[C:14]2[C:15]([N:19]([CH2:22][CH3:23])[CH2:20][CH3:21])=[CH:16][CH:17]=[CH:18][C:13]=2[N:12]=[C:11]1[CH:24]([C:26]1[CH:31]=[CH:30][C:29]([Cl:32])=[CH:28][C:27]=1[Cl:33])O)([CH3:4])([CH3:3])[CH3:2].C1(P(C2C=CC=CC=2)C2C=CC=CC=2)C=CC=CC=1.N(C(OCC)=O)=NC(OCC)=O.C1(C)C=CC=CC=1. The catalyst is O1CCCC1. The product is [Cl:33][C:27]1[CH:28]=[C:29]([Cl:32])[CH:30]=[CH:31][C:26]=1[CH:24]1[C:11]2=[N:12][C:13]3[CH:18]=[CH:17][CH:16]=[C:15]([N:19]([CH2:22][CH3:23])[CH2:20][CH3:21])[C:14]=3[N:10]2[CH2:9][CH2:8][N:7]1[C:6]([O:5][C:1]([CH3:4])([CH3:3])[CH3:2])=[O:34]. The yield is 0.600.